This data is from Reaction yield outcomes from USPTO patents with 853,638 reactions. The task is: Predict the reaction yield, written as a fraction of the theoretical maximum amount of product (1.0 means a 100% yield; for example, 0.34 means a 34% yield). The reactants are Br[C:2]1[CH:3]=[C:4]([C:8]2[C:12]([C:13]3[CH:18]=[CH:17][N:16]=[CH:15][CH:14]=3)=[CH:11][N:10]([CH2:19][C:20]3[CH:25]=[CH:24][C:23]([O:26][CH3:27])=[CH:22][CH:21]=3)[N:9]=2)[CH:5]=[CH:6][CH:7]=1.C1(P(C2C=CC=CC=2)C2C=CC3C(=CC=CC=3)C=2C2C3C(=CC=CC=3)C=CC=2P(C2C=CC=CC=2)C2C=CC=CC=2)C=CC=CC=1.CC(C)([O-])C.[Na+].[C:80](=[NH:93])([C:87]1[CH:92]=[CH:91][CH:90]=[CH:89][CH:88]=1)[C:81]1[CH:86]=[CH:85][CH:84]=[CH:83][CH:82]=1. The catalyst is C1(C)C=CC=CC=1.C1C=CC(/C=C/C(/C=C/C2C=CC=CC=2)=O)=CC=1.C1C=CC(/C=C/C(/C=C/C2C=CC=CC=2)=O)=CC=1.C1C=CC(/C=C/C(/C=C/C2C=CC=CC=2)=O)=CC=1.[Pd].[Pd]. The product is [C:87]1([C:80]([C:81]2[CH:82]=[CH:83][CH:84]=[CH:85][CH:86]=2)=[N:93][C:2]2[CH:7]=[CH:6][CH:5]=[C:4]([C:8]3[C:12]([C:13]4[CH:18]=[CH:17][N:16]=[CH:15][CH:14]=4)=[CH:11][N:10]([CH2:19][C:20]4[CH:25]=[CH:24][C:23]([O:26][CH3:27])=[CH:22][CH:21]=4)[N:9]=3)[CH:3]=2)[CH:88]=[CH:89][CH:90]=[CH:91][CH:92]=1. The yield is 0.650.